From a dataset of Experimentally validated miRNA-target interactions with 360,000+ pairs, plus equal number of negative samples. Binary Classification. Given a miRNA mature sequence and a target amino acid sequence, predict their likelihood of interaction. (1) The miRNA is rno-miR-16-5p with sequence UAGCAGCACGUAAAUAUUGGCG. The protein sequence of the target gene is MTTFKEAVTFKDVAVFFTEEELGLLDPAQRKLYQDVMLENFTNLLSVGHQPFHPFHFLREEKFWMMETATQREGNSGGKTIAEAGPHEDCPCQQIWEQTASDLTQSQDSIINNSHFFEQGDVPSQVEAGLSIIHTGQKPSQNGKCKQSFSDVAIFDPPQQFHSGEKSHTCNECGKSFCYISALRIHQRVHLREKLSKCDMRGKEFSQSSCLQTRERVHTGEKPFKCEQCGKGFRCRAILQVHCKLHTGEKPYICEKCGRAFIHDFQLQKHQIIHTGEKPFKCEICGKSFCLRSSLNRHCM.... Result: 0 (no interaction). (2) The miRNA is hsa-miR-6769b-5p with sequence UGGUGGGUGGGGAGGAGAAGUGC. The protein sequence of the target gene is MASATEDPVLERYFKGHKAAITSLDLSPNGKQLATASWDTFLMLWNFKPHARAYRYVGHKDVVTSVQFSPHGNLLASASRDRTVRLWIPDKRGKFSEFKAHTAPVRSVDFSADGQFLATASEDKSIKVWSMYRQRFLYSLYRHTHWVRCAKFSPDGRLIVSCSEDKTIKIWDTTNKQCVNNFSDSVGFANFVDFNPSGTCIASAGSDQTVKVWDVRVNKLLQHYQVHSGGVNCISFHPSGNYLITASSDGTLKILDLLEGRLIYTLQGHTGPVFTVSFSKGGELFASGGADTQVLLWRTN.... Result: 0 (no interaction). (3) The miRNA is mmu-miR-466g with sequence AUACAGACACAUGCACACACA. The protein sequence of the target gene is MALWRAYQRALAAHPWKVQVLTAGSLMGVGDMISQQLVERRGLQQHQAGRTLTMVSLGCGFVGPVVGGWYKVLDHLIPGTTKVHALKKMLLDQGGFAPCFLGCFLPLVGILNGMSAQDNWAKLKRDYPDALITNYYLWPAVQLANFYLVPLHYRLAVVQCVAIVWNSYLSWKAHQF. Result: 1 (interaction). (4) Result: 0 (no interaction). The miRNA is hsa-miR-4763-5p with sequence CGCCUGCCCAGCCCUCCUGCU. The protein sequence of the target gene is MEGKRSQGQGYMKKKSYLVEEDMETDTDEEEEVGRDRVRGSRGSINRGGSLRLCQVDRCTADMKEAKLYHRRHKVCEVHAKASSVFLSGLNQRFCQQCSRFHDLQEFDEAKRSCRRRLAGHNERRRKSSGESTYGEGSGRRGINGQVVMQNQERSRVEMTLPMPNSSFKRPQIR.